From a dataset of Full USPTO retrosynthesis dataset with 1.9M reactions from patents (1976-2016). Predict the reactants needed to synthesize the given product. Given the product [CH2:15]([O:17][C:18]([C:20]1[CH:29]=[C:23]2[C:24]([NH:28][C:12](=[O:13])[CH2:11][C:1]34[CH2:10][CH:5]5[CH2:4][CH:3]([CH2:9][CH:7]([CH2:6]5)[CH2:8]3)[CH2:2]4)=[CH:25][CH:26]=[CH:27][N:22]2[N:21]=1)=[O:19])[CH3:16], predict the reactants needed to synthesize it. The reactants are: [C:1]12([CH2:11][C:12](O)=[O:13])[CH2:10][CH:5]3[CH2:6][CH:7]([CH2:9][CH:3]([CH2:4]3)[CH2:2]1)[CH2:8]2.[CH2:15]([O:17][C:18]([C:20]1[CH:29]=[C:23]2[C:24]([NH2:28])=[CH:25][CH:26]=[CH:27][N:22]2[N:21]=1)=[O:19])[CH3:16].[Cl-].ClC1N(C)CC[NH+]1C.C([O-])(O)=O.[Na+].